Dataset: Catalyst prediction with 721,799 reactions and 888 catalyst types from USPTO. Task: Predict which catalyst facilitates the given reaction. (1) Reactant: [Cl:1][C:2]1[CH:10]=[CH:9][CH:8]=[C:7]([N+:11]([O-:13])=[O:12])[C:3]=1[C:4]([OH:6])=O.O=S(Cl)Cl.[F:18][C:19]1[CH:20]=[C:21]([CH:23]=[CH:24][CH:25]=1)[NH2:22].C([O-])(O)=O.[Na+]. Product: [Cl:1][C:2]1[CH:10]=[CH:9][CH:8]=[C:7]([N+:11]([O-:13])=[O:12])[C:3]=1[C:4]([NH:22][C:21]1[CH:23]=[CH:24][CH:25]=[C:19]([F:18])[CH:20]=1)=[O:6]. The catalyst class is: 857. (2) Reactant: [F:1][C:2]1[CH:7]=[CH:6][CH:5]=[CH:4][C:3]=1[C:8]1[CH:13]=[CH:12][C:11]([CH2:14][C:15]([O:17]C)=[O:16])=[CH:10][CH:9]=1.C(O)C.[OH-].[K+]. Product: [F:1][C:2]1[CH:7]=[CH:6][CH:5]=[CH:4][C:3]=1[C:8]1[CH:13]=[CH:12][C:11]([CH2:14][C:15]([OH:17])=[O:16])=[CH:10][CH:9]=1. The catalyst class is: 6. (3) Reactant: [O:1]1[C:5]2[CH:6]=[CH:7][CH:8]=[CH:9][C:4]=2[N:3]=[C:2]1[N:10]1[CH2:16][C:15]2[CH:17]=[CH:18][C:19]([C:21](OC)=[O:22])=[CH:20][C:14]=2[O:13][CH2:12][CH2:11]1.[NH2:25][OH:26].[OH-].[Na+]. Product: [O:1]1[C:5]2[CH:6]=[CH:7][CH:8]=[CH:9][C:4]=2[N:3]=[C:2]1[N:10]1[CH2:16][C:15]2[CH:17]=[CH:18][C:19]([C:21]([NH:25][OH:26])=[O:22])=[CH:20][C:14]=2[O:13][CH2:12][CH2:11]1. The catalyst class is: 1. (4) Reactant: N([O-])=O.[Na+].CC1(C)N([O])C(C)(C)CCC1.CC(O[Na])=[O:18].[F:21][C:22]([F:42])([CH:25]([F:41])[O:26][C:27]([F:40])([F:39])[C:28]([F:38])([F:37])[C:29]([F:36])([F:35])[O:30][C:31]([F:34])([F:33])[F:32])[CH2:23][OH:24].O=O. Product: [F:21][C:22]([F:42])([CH:25]([F:41])[O:26][C:27]([F:40])([F:39])[C:28]([F:37])([F:38])[C:29]([F:35])([F:36])[O:30][C:31]([F:32])([F:33])[F:34])[C:23]([OH:18])=[O:24]. The catalyst class is: 15. (5) Reactant: [CH3:1][O:2][C:3](=[O:23])[C:4]1[CH:9]=[CH:8][C:7]([O:10][CH3:11])=[C:6]([NH:12][C:13](=[NH:22])[C:14]2[CH:19]=[CH:18][C:17]([F:20])=[CH:16][C:15]=2[Cl:21])[CH:5]=1.[O-]Cl.[Na+].C([O-])([O-])=O.[Na+].[Na+]. The catalyst class is: 5. Product: [CH3:1][O:2][C:3]([C:4]1[C:5]2[N:22]=[C:13]([C:14]3[CH:19]=[CH:18][C:17]([F:20])=[CH:16][C:15]=3[Cl:21])[NH:12][C:6]=2[C:7]([O:10][CH3:11])=[CH:8][CH:9]=1)=[O:23]. (6) Reactant: Cl[C:2]1[C:7]([F:8])=[C:6]([Cl:9])[N:5]=[C:4]([S:10][CH3:11])[N:3]=1.Cl.[S:13]1[CH:17]=[CH:16][N:15]=[C:14]1[CH2:18][NH2:19].C(N(CC)CC)C. Product: [Cl:9][C:6]1[N:5]=[C:4]([S:10][CH3:11])[N:3]=[C:2]([NH:19][CH2:18][C:14]2[S:13][CH:17]=[CH:16][N:15]=2)[C:7]=1[F:8]. The catalyst class is: 20. (7) Reactant: C(OC(=O)N[C:8]1[CH:17]=[C:16]([O:18][CH:19]([CH3:21])[CH3:20])[C:15]([Cl:22])=[C:14]2[C:9]=1[CH2:10][CH2:11][NH:12][C:13]2=[O:23])(C)(C)C.[BrH:25].N([O-])=O.[Na+].C([O-])(O)=O.[Na+]. Product: [Br:25][C:8]1[CH:17]=[C:16]([O:18][CH:19]([CH3:21])[CH3:20])[C:15]([Cl:22])=[C:14]2[C:9]=1[CH2:10][CH2:11][NH:12][C:13]2=[O:23]. The catalyst class is: 1. (8) Reactant: [Br:1][C:2]1[CH:18]=[CH:17][C:5]2[C:6]3[N:10]([CH2:11][CH2:12][O:13][C:4]=2[CH:3]=1)[CH:9]=[C:8]([C:14](O)=[O:15])[N:7]=3.CC[N:21]=C=NCCCN(C)C.C1C=CC2N(O)N=NC=2C=1.[Cl-].[NH4+].C(N(CC)CC)C. Product: [Br:1][C:2]1[CH:18]=[CH:17][C:5]2[C:6]3[N:10]([CH2:11][CH2:12][O:13][C:4]=2[CH:3]=1)[CH:9]=[C:8]([C:14]([NH2:21])=[O:15])[N:7]=3. The catalyst class is: 3. (9) Reactant: [Cl:1][C:2]1[CH:3]=[CH:4][C:5]2[O:10][CH:9]([C:11]([OH:13])=O)[CH2:8][NH:7][C:6]=2[CH:14]=1.[F:15][C:16]1[CH:29]=[CH:28][C:19]([CH2:20][N:21]2[CH2:26][CH2:25][NH:24][C@H:23]([CH3:27])[CH2:22]2)=[CH:18][CH:17]=1.CCN=C=NCCCN(C)C.C1C=CC2N([OH:50])N=NC=2C=1.CCN(C(C)C)C(C)C. Product: [Cl:1][C:2]1[CH:3]=[CH:4][C:5]2[O:10][CH:9]([C:11]([N:24]3[CH2:25][CH2:26][N:21]([CH2:20][C:19]4[CH:28]=[CH:29][C:16]([F:15])=[CH:17][CH:18]=4)[CH2:22][C@H:23]3[CH3:27])=[O:13])[C:8](=[O:50])[NH:7][C:6]=2[CH:14]=1. The catalyst class is: 18.